From a dataset of Full USPTO retrosynthesis dataset with 1.9M reactions from patents (1976-2016). Predict the reactants needed to synthesize the given product. Given the product [NH2:18][C:10]1[O:11][C:12]([CH3:16])([CH3:17])[C:13]([F:14])([F:15])[C@:8]([C:6]2[CH:7]=[C:2]([NH:1][C:28]([C:25]3[CH:26]=[CH:27][N:23]([CH:22]([F:31])[F:21])[N:24]=3)=[O:29])[CH:3]=[CH:4][C:5]=2[F:20])([CH3:19])[N:9]=1, predict the reactants needed to synthesize it. The reactants are: [NH2:1][C:2]1[CH:3]=[CH:4][C:5]([F:20])=[C:6]([C@:8]2([CH3:19])[C:13]([F:15])([F:14])[C:12]([CH3:17])([CH3:16])[O:11][C:10]([NH2:18])=[N:9]2)[CH:7]=1.[F:21][CH:22]([F:31])[N:23]1[CH:27]=[CH:26][C:25]([C:28](O)=[O:29])=[N:24]1.